Predict the reactants needed to synthesize the given product. From a dataset of Full USPTO retrosynthesis dataset with 1.9M reactions from patents (1976-2016). (1) Given the product [CH:1]([C:4]1[NH:5][C:6]([C:27]2[CH:32]=[CH:31][CH:30]=[C:29]([CH3:33])[N:28]=2)=[C:7]([C:9]2[CH:14]=[CH:13][CH:12]=[C:11]([C:15]3[CH:19]=[CH:18][NH:17][CH:16]=3)[CH:10]=2)[N:8]=1)([CH3:3])[CH3:2], predict the reactants needed to synthesize it. The reactants are: [CH:1]([C:4]1[NH:5][C:6]([C:27]2[CH:32]=[CH:31][CH:30]=[C:29]([CH3:33])[N:28]=2)=[C:7]([C:9]2[CH:10]=[C:11]([C:15]3[CH:19]=[CH:18][N:17](C(OC(C)(C)C)=O)[CH:16]=3)[CH:12]=[CH:13][CH:14]=2)[N:8]=1)([CH3:3])[CH3:2].C[O-].[Na+].CO.O. (2) Given the product [C:20]([C:19]1[CH:18]=[C:17]([C:14]2[CH:15]=[C:16]3[C:11](=[CH:12][CH:13]=2)[O:10][C:4]2([CH2:5][CH2:6][O:7][CH2:8][CH2:9]2)[CH2:3]/[C:2]/3=[N:29]/[C:30]#[N:31])[CH:24]=[CH:23][CH:22]=1)#[N:21], predict the reactants needed to synthesize it. The reactants are: O=[C:2]1[C:16]2[C:11](=[CH:12][CH:13]=[C:14]([C:17]3[CH:18]=[C:19]([CH:22]=[CH:23][CH:24]=3)[C:20]#[N:21])[CH:15]=2)[O:10][C:4]2([CH2:9][CH2:8][O:7][CH2:6][CH2:5]2)[CH2:3]1.C[Si]([N:29]=[C:30]=[N:31][Si](C)(C)C)(C)C.